This data is from Forward reaction prediction with 1.9M reactions from USPTO patents (1976-2016). The task is: Predict the product of the given reaction. (1) Given the reactants [CH3:1][O:2][C:3]1[CH:4]=[CH:5][C:6]([NH:11][C:12]2[C:13]3[N:14]([CH:27]=[CH:28][N:29]=3)[N:15]=[C:16]([N:18]3[CH2:23][CH2:22][CH2:21][CH:20]([C:24](O)=[O:25])[CH2:19]3)[CH:17]=2)=[N:7][C:8]=1[O:9][CH3:10].[NH2:30][C:31]1[CH:43]=[CH:42][C:34]([C:35]([O:37][C:38]([CH3:41])([CH3:40])[CH3:39])=[O:36])=[CH:33][CH:32]=1.CCN=C=NCCCN(C)C.CN1C=CN=C1, predict the reaction product. The product is: [CH3:1][O:2][C:3]1[CH:4]=[CH:5][C:6]([NH:11][C:12]2[C:13]3[N:14]([CH:27]=[CH:28][N:29]=3)[N:15]=[C:16]([N:18]3[CH2:23][CH2:22][CH2:21][CH:20]([C:24]([NH:30][C:31]4[CH:43]=[CH:42][C:34]([C:35]([O:37][C:38]([CH3:39])([CH3:40])[CH3:41])=[O:36])=[CH:33][CH:32]=4)=[O:25])[CH2:19]3)[CH:17]=2)=[N:7][C:8]=1[O:9][CH3:10]. (2) Given the reactants [NH2:1][C:2]1[C:7]([CH2:8][CH3:9])=[CH:6][CH:5]=[CH:4][C:3]=1[C:10]([C:12]1[CH:17]=[CH:16][CH:15]=[CH:14][CH:13]=1)=O.[C:18]([C:21]1[S:25][C:24]([CH2:26][C:27]([NH2:29])=[O:28])=[CH:23][CH:22]=1)(=O)[CH3:19].C(O)(=O)CC(CC(O)=O)(C(O)=O)O, predict the reaction product. The product is: [CH2:8]([C:7]1[CH:6]=[CH:5][CH:4]=[C:3]2[C:2]=1[N:1]=[C:18]([C:21]1[S:25][C:24]([CH2:26][C:27]([NH2:29])=[O:28])=[CH:23][CH:22]=1)[CH:19]=[C:10]2[C:12]1[CH:17]=[CH:16][CH:15]=[CH:14][CH:13]=1)[CH3:9]. (3) Given the reactants [CH3:1][CH:2]([N:4]1[C:12](/[CH:13]=[CH:14]/[C@H:15]([OH:24])[CH2:16][C@H:17]([OH:23])[CH2:18][C:19]([O:21]C)=[O:20])=[C:11]([C:25]2[CH:30]=[CH:29][C:28]([F:31])=[CH:27][CH:26]=2)[C:10]2[C:5]1=[CH:6][CH:7]=[CH:8][CH:9]=2)[CH3:3].CCO.[OH-].[Na+:36].CC(O)C, predict the reaction product. The product is: [CH3:3][CH:2]([N:4]1[C:12](/[CH:13]=[CH:14]/[CH:15]([OH:24])[CH2:16][CH:17]([OH:23])[CH2:18][C:19]([O-:21])=[O:20])=[C:11]([C:25]2[CH:26]=[CH:27][C:28]([F:31])=[CH:29][CH:30]=2)[C:10]2[CH:9]=[CH:8][CH:7]=[CH:6][C:5]1=2)[CH3:1].[Na+:36].